Dataset: Reaction yield outcomes from USPTO patents with 853,638 reactions. Task: Predict the reaction yield, written as a fraction of the theoretical maximum amount of product (1.0 means a 100% yield; for example, 0.34 means a 34% yield). (1) The reactants are [Br:1][C:2]1[C:11]([NH:12][CH:13]2[CH2:17][CH2:16][CH2:15][CH2:14]2)=[CH:10][CH:9]=[CH:8][C:3]=1[C:4]([O:6][CH3:7])=[O:5].[C:18](=O)([O-])[O-].[Cs+].[Cs+].CI. The catalyst is C(#N)C. The product is [Br:1][C:2]1[C:11]([N:12]([CH:13]2[CH2:17][CH2:16][CH2:15][CH2:14]2)[CH3:18])=[CH:10][CH:9]=[CH:8][C:3]=1[C:4]([O:6][CH3:7])=[O:5]. The yield is 0.750. (2) No catalyst specified. The reactants are [Al+3].[Cl-].[Cl-].[Cl-].[Br:5][C:6]1[CH:14]=[CH:13][C:9]([C:10](Cl)=[O:11])=[CH:8][C:7]=1[CH3:15].O.[C:17]1([O:23][CH3:24])[CH:22]=[CH:21][CH:20]=[CH:19][CH:18]=1. The yield is 0.930. The product is [Br:5][C:6]1[CH:14]=[CH:13][C:9]([C:10]([C:20]2[CH:21]=[CH:22][C:17]([O:23][CH3:24])=[CH:18][CH:19]=2)=[O:11])=[CH:8][C:7]=1[CH3:15]. (3) The reactants are [F:1][C:2]1[CH:8]=[CH:7][C:5]([NH2:6])=[CH:4][C:3]=1[O:9]C.B(Br)(Br)Br.CO. The catalyst is C(Cl)Cl. The product is [NH2:6][C:5]1[CH:7]=[CH:8][C:2]([F:1])=[C:3]([OH:9])[CH:4]=1. The yield is 0.730. (4) The reactants are [Cl:1][C:2]1[C:11]2[C:6](=[CH:7][CH:8]=[C:9]([Br:12])[CH:10]=2)[N:5]=[CH:4][N:3]=1.[CH2:13]([O:20][C:21]1[CH:27]=[CH:26][C:24]([NH2:25])=[CH:23][CH:22]=1)[C:14]1[CH:19]=[CH:18][CH:17]=[CH:16][CH:15]=1. The catalyst is CC(O)C. The product is [ClH:1].[CH2:13]([O:20][C:21]1[CH:22]=[CH:23][C:24]([NH:25][C:2]2[C:11]3[C:6](=[CH:7][CH:8]=[C:9]([Br:12])[CH:10]=3)[N:5]=[CH:4][N:3]=2)=[CH:26][CH:27]=1)[C:14]1[CH:15]=[CH:16][CH:17]=[CH:18][CH:19]=1. The yield is 0.880. (5) The reactants are [N:1]([C:4]1[CH:9]=[CH:8][C:7]([B:10]2[O:14][C:13]([CH3:16])([CH3:15])[C:12]([CH3:18])([CH3:17])[O:11]2)=[CH:6][CH:5]=1)=[C:2]=[O:3].[CH3:19][NH2:20].C1COCC1. The catalyst is C1COCC1. The product is [CH3:19][NH:20][C:2]([NH:1][C:4]1[CH:9]=[CH:8][C:7]([B:10]2[O:14][C:13]([CH3:16])([CH3:15])[C:12]([CH3:18])([CH3:17])[O:11]2)=[CH:6][CH:5]=1)=[O:3]. The yield is 0.900. (6) The reactants are CS(O[CH2:6][C:7]1[CH:12]=[CH:11][CH:10]=[C:9]([NH:13][C:14]([O:16][C:17]([CH3:20])([CH3:19])[CH3:18])=[O:15])[N:8]=1)(=O)=O.[NH:21]1[CH2:25][CH2:24][CH2:23][CH2:22]1.C([O-])([O-])=O.[K+].[K+].C([O-])(O)=O.[Na+]. The catalyst is C(#N)C. The product is [N:21]1([CH2:6][C:7]2[N:8]=[C:9]([NH:13][C:14](=[O:15])[O:16][C:17]([CH3:20])([CH3:19])[CH3:18])[CH:10]=[CH:11][CH:12]=2)[CH2:25][CH2:24][CH2:23][CH2:22]1. The yield is 0.620. (7) The reactants are [F:1][C:2]([F:30])([F:29])[C:3]1[CH:8]=[CH:7][CH:6]=[CH:5][C:4]=1[CH2:9][NH:10][C:11]([C:13]1[CH:14]=[C:15]2[C:19](=[CH:20][CH:21]=1)[CH2:18][N:17](C(OC(C)(C)C)=O)[CH2:16]2)=[O:12].FC(F)(F)C(O)=O. The catalyst is ClCCl. The product is [F:29][C:2]([F:1])([F:30])[C:3]1[CH:8]=[CH:7][CH:6]=[CH:5][C:4]=1[CH2:9][NH:10][C:11]([C:13]1[CH:14]=[C:15]2[C:19](=[CH:20][CH:21]=1)[CH2:18][NH:17][CH2:16]2)=[O:12]. The yield is 0.940. (8) The reactants are [N:1]1[CH:6]=[CH:5][C:4]([C:7]2[CH:15]=[CH:14][CH:13]=[C:12]3[C:8]=2[CH2:9][C:10](=[O:16])[NH:11]3)=[CH:3][CH:2]=1.Cl. The catalyst is CO.O.C(O)(=O)C.[Pt](=O)=O. The product is [NH:1]1[CH2:2][CH2:3][CH:4]([C:7]2[CH:15]=[CH:14][CH:13]=[C:12]3[C:8]=2[CH2:9][C:10](=[O:16])[NH:11]3)[CH2:5][CH2:6]1. The yield is 0.960.